Dataset: Forward reaction prediction with 1.9M reactions from USPTO patents (1976-2016). Task: Predict the product of the given reaction. (1) The product is: [CH2:7]([O:6][C:4](=[O:5])[CH2:3][C:14]1([OH:20])[CH2:19][CH2:18][CH2:17][CH:16]=[CH:15]1)[CH3:8]. Given the reactants Br[Zn][CH2:3][C:4]([O:6][CH2:7][CH3:8])=[O:5].C1COCC1.[C:14]1(=[O:20])[CH2:19][CH2:18][CH2:17][CH:16]=[CH:15]1.Cl, predict the reaction product. (2) Given the reactants [N:1]1[CH:6]=[CH:5][CH:4]=[C:3]([C@@H:7]2[CH2:11][CH2:10][C@@H:9]([N:12]3C(=O)C4=CC=CC=C4C3=O)[CH2:8]2)[CH:2]=1, predict the reaction product. The product is: [N:1]1[CH:6]=[CH:5][CH:4]=[C:3]([C@@H:7]2[CH2:11][CH2:10][C@@H:9]([NH2:12])[CH2:8]2)[CH:2]=1. (3) Given the reactants [F:1][C:2]1[CH:3]=[C:4]([C:9]2([O:14][CH3:15])[CH2:13][CH2:12][NH:11][CH2:10]2)[CH:5]=[CH:6][C:7]=1[F:8].[CH2:16](N(CC)CC)[CH3:17].ICC, predict the reaction product. The product is: [F:1][C:2]1[CH:3]=[C:4]([C:9]2([O:14][CH3:15])[CH2:13][CH2:12][N:11]([CH2:16][CH3:17])[CH2:10]2)[CH:5]=[CH:6][C:7]=1[F:8]. (4) Given the reactants [OH:1][C:2]1([C:9]2[CH:14]=[CH:13][C:12]([OH:15])=[CH:11][CH:10]=2)[CH2:7][CH2:6][C:5](=O)[CH2:4][CH2:3]1.[NH:16]1[CH2:19][CH:18]([NH:20][C:21]([CH2:23][NH:24][C:25](=[O:36])[C:26]2[CH:31]=[CH:30][CH:29]=[C:28]([C:32]([F:35])([F:34])[F:33])[CH:27]=2)=[O:22])[CH2:17]1, predict the reaction product. The product is: [OH:1][C:2]1([C:9]2[CH:14]=[CH:13][C:12]([OH:15])=[CH:11][CH:10]=2)[CH2:7][CH2:6][CH:5]([N:16]2[CH2:19][CH:18]([NH:20][C:21]([CH2:23][NH:24][C:25](=[O:36])[C:26]3[CH:31]=[CH:30][CH:29]=[C:28]([C:32]([F:35])([F:33])[F:34])[CH:27]=3)=[O:22])[CH2:17]2)[CH2:4][CH2:3]1.